Dataset: Forward reaction prediction with 1.9M reactions from USPTO patents (1976-2016). Task: Predict the product of the given reaction. (1) Given the reactants [F:1][C:2]1[CH:34]=[CH:33][C:5]([C:6]([NH:8][C:9]2([C:15]([NH:17][CH:18]3[CH2:23][CH2:22][N:21]([C:24]4[CH:29]=[CH:28][C:27](F)=[CH:26][C:25]=4[NH2:31])[CH2:20][CH:19]3[OH:32])=[O:16])[CH2:14][CH2:13][CH2:12][CH2:11][CH2:10]2)=[O:7])=[CH:4][CH:3]=1.[CH:35]1(C(Cl)=O)[CH2:37][CH2:36]1, predict the reaction product. The product is: [F:1][C:2]1[CH:3]=[CH:4][C:5]([C:6]([NH:8][C:9]2([C:15]([NH:17][CH:18]3[CH2:23][CH2:22][N:21]([C:24]4[CH:29]=[CH:28][CH:27]=[CH:26][C:25]=4[NH:31][CH:35]4[CH2:37][CH2:36]4)[CH2:20][C:19]3=[O:32])=[O:16])[CH2:10][CH2:11][CH2:12][CH2:13][CH2:14]2)=[O:7])=[CH:33][CH:34]=1. (2) Given the reactants [OH:1][CH2:2][C:3]1[CH:8]=[CH:7][C:6]([C:9]2[N:14]=[CH:13][N:12]=[C:11]([NH:15][C@H:16]([C:24]([O:26][CH3:27])=[O:25])[CH2:17][C:18]3[CH:23]=[CH:22][CH:21]=[CH:20][CH:19]=3)[CH:10]=2)=[CH:5][CH:4]=1.[C:28]1(O)[CH:33]=[CH:32][CH:31]=[CH:30][CH:29]=1.C1(P(C2C=CC=CC=2)C2C=CC=CC=2)C=CC=CC=1.N(C(OCC)=O)=NC(OCC)=O, predict the reaction product. The product is: [O:1]([CH2:2][C:3]1[CH:8]=[CH:7][C:6]([C:9]2[N:14]=[CH:13][N:12]=[C:11]([NH:15][C@H:16]([C:24]([O:26][CH3:27])=[O:25])[CH2:17][C:18]3[CH:19]=[CH:20][CH:21]=[CH:22][CH:23]=3)[CH:10]=2)=[CH:5][CH:4]=1)[C:28]1[CH:33]=[CH:32][CH:31]=[CH:30][CH:29]=1.